Dataset: Full USPTO retrosynthesis dataset with 1.9M reactions from patents (1976-2016). Task: Predict the reactants needed to synthesize the given product. (1) The reactants are: [F:1][C:2]1[CH:3]=[C:4]([CH:11]=[C:12]([F:15])[C:13]=1F)[C:5]([O:7][CH2:8][C:9]#[CH:10])=[O:6].[CH2:16]([OH:19])[C:17]#[CH:18].[H-].[Na+].O. Given the product [F:15][C:12]1[CH:11]=[C:4]([CH:3]=[C:2]([F:1])[C:13]=1[O:19][CH2:16][C:17]#[CH:18])[C:5]([O:7][CH2:8][C:9]#[CH:10])=[O:6], predict the reactants needed to synthesize it. (2) Given the product [Cl:1][C:2]1[CH:7]=[CH:6][C:5]([NH:8][C:9](=[O:14])[C:10]([CH3:13])([CH3:12])[CH3:11])=[C:4]([C:25]#[C:24][Si:20]([CH3:23])([CH3:22])[CH3:21])[C:3]=1[C:16]([F:19])([F:18])[F:17], predict the reactants needed to synthesize it. The reactants are: [Cl:1][C:2]1[CH:7]=[CH:6][C:5]([NH:8][C:9](=[O:14])[C:10]([CH3:13])([CH3:12])[CH3:11])=[C:4](I)[C:3]=1[C:16]([F:19])([F:18])[F:17].[Si:20]([C:24]#[CH:25])([CH3:23])([CH3:22])[CH3:21].